From a dataset of Forward reaction prediction with 1.9M reactions from USPTO patents (1976-2016). Predict the product of the given reaction. (1) Given the reactants [OH:1][C@H:2]1[CH2:6][CH2:5][N:4]([C:7]([O:9][C:10]([CH3:13])([CH3:12])[CH3:11])=[O:8])[CH2:3]1.[N+:14]([C:17]1[C:26]2[C:21](=[CH:22][CH:23]=[CH:24][CH:25]=2)[C:20](O)=[CH:19][CH:18]=1)([O-:16])=[O:15], predict the reaction product. The product is: [N+:14]([C:17]1[C:26]2[C:21](=[CH:22][CH:23]=[CH:24][CH:25]=2)[C:20]([O:1][C@@H:2]2[CH2:6][CH2:5][N:4]([C:7]([O:9][C:10]([CH3:13])([CH3:12])[CH3:11])=[O:8])[CH2:3]2)=[CH:19][CH:18]=1)([O-:16])=[O:15]. (2) The product is: [CH2:31]([N:20]1[CH2:19][CH2:18][CH:17]([O:16][C:14]2[CH:13]=[C:12]([O:23][CH3:24])[CH:11]=[C:10]3[C:15]=2[C:6]([NH:5][C:4]2[CH:25]=[CH:26][C:27]([F:28])=[C:2]([Cl:1])[CH:3]=2)=[N:7][CH:8]=[N:9]3)[CH2:22][CH2:21]1)[CH:30]=[CH2:29]. Given the reactants [Cl:1][C:2]1[CH:3]=[C:4]([CH:25]=[CH:26][C:27]=1[F:28])[NH:5][C:6]1[C:15]2[C:10](=[CH:11][C:12]([O:23][CH3:24])=[CH:13][C:14]=2[O:16][CH:17]2[CH2:22][CH2:21][NH:20][CH2:19][CH2:18]2)[N:9]=[CH:8][N:7]=1.[CH2:29](Br)[CH:30]=[CH2:31], predict the reaction product. (3) Given the reactants [CH3:1][C:2]1[CH:11]=[CH:10][C:9]2[C:4](=[CH:5][CH:6]=[CH:7][C:8]=2[N:12]2[CH2:17][CH2:16][N:15]([CH2:18][CH2:19][C:20]3[CH:21]=[C:22]([CH:24]=[CH:25][CH:26]=3)[NH2:23])[CH2:14][CH2:13]2)[N:3]=1.[S:27]1[CH:31]=[C:30]([C:32](O)=[O:33])[N:29]=[N:28]1, predict the reaction product. The product is: [CH3:1][C:2]1[CH:11]=[CH:10][C:9]2[C:4](=[CH:5][CH:6]=[CH:7][C:8]=2[N:12]2[CH2:13][CH2:14][N:15]([CH2:18][CH2:19][C:20]3[CH:21]=[C:22]([NH:23][C:32]([C:30]4[N:29]=[N:28][S:27][CH:31]=4)=[O:33])[CH:24]=[CH:25][CH:26]=3)[CH2:16][CH2:17]2)[N:3]=1. (4) Given the reactants Cl.[CH:2]1([C:5]2[C:6]([O:19][CH2:20][CH:21]3[CH2:26][CH2:25][NH:24][CH2:23][CH2:22]3)=[CH:7][C:8]([F:18])=[C:9]([CH:17]=2)[C:10]([NH:12][S:13]([CH3:16])(=[O:15])=[O:14])=[O:11])[CH2:4][CH2:3]1.[Br:27][C:28]1[C:35](F)=[CH:34][C:31]([CH:32]=O)=[C:30]([F:37])[CH:29]=1, predict the reaction product. The product is: [Br:27][C:28]1[CH:35]=[CH:34][C:31]([CH2:32][N:24]2[CH2:23][CH2:22][CH:21]([CH2:20][O:19][C:6]3[C:5]([CH:2]4[CH2:4][CH2:3]4)=[CH:17][C:9]([C:10]([NH:12][S:13]([CH3:16])(=[O:14])=[O:15])=[O:11])=[C:8]([F:18])[CH:7]=3)[CH2:26][CH2:25]2)=[C:30]([F:37])[CH:29]=1. (5) Given the reactants C[Al](C)C.[NH4+:5].[Cl-].C.C[O:9][C:10]([C@@H:12]1[C@H:16]([CH3:17])[CH2:15][CH2:14][N:13]1[C@H:18]([C:20]1[CH:25]=[CH:24][CH:23]=[CH:22][CH:21]=1)[CH3:19])=O, predict the reaction product. The product is: [CH3:17][C@@H:16]1[CH2:15][CH2:14][N:13]([C@H:18]([C:20]2[CH:25]=[CH:24][CH:23]=[CH:22][CH:21]=2)[CH3:19])[C@@H:12]1[C:10]([NH2:5])=[O:9].